This data is from NCI-60 drug combinations with 297,098 pairs across 59 cell lines. The task is: Regression. Given two drug SMILES strings and cell line genomic features, predict the synergy score measuring deviation from expected non-interaction effect. (1) Drug 1: CCC1(CC2CC(C3=C(CCN(C2)C1)C4=CC=CC=C4N3)(C5=C(C=C6C(=C5)C78CCN9C7C(C=CC9)(C(C(C8N6C=O)(C(=O)OC)O)OC(=O)C)CC)OC)C(=O)OC)O.OS(=O)(=O)O. Drug 2: C1C(C(OC1N2C=NC3=C(N=C(N=C32)Cl)N)CO)O. Cell line: UACC62. Synergy scores: CSS=39.2, Synergy_ZIP=-5.89, Synergy_Bliss=-2.83, Synergy_Loewe=-3.56, Synergy_HSA=-0.387. (2) Drug 1: CC1C(C(=O)NC(C(=O)N2CCCC2C(=O)N(CC(=O)N(C(C(=O)O1)C(C)C)C)C)C(C)C)NC(=O)C3=C4C(=C(C=C3)C)OC5=C(C(=O)C(=C(C5=N4)C(=O)NC6C(OC(=O)C(N(C(=O)CN(C(=O)C7CCCN7C(=O)C(NC6=O)C(C)C)C)C)C(C)C)C)N)C. Drug 2: CCCCCOC(=O)NC1=NC(=O)N(C=C1F)C2C(C(C(O2)C)O)O. Cell line: MCF7. Synergy scores: CSS=-0.339, Synergy_ZIP=1.88, Synergy_Bliss=3.14, Synergy_Loewe=-0.672, Synergy_HSA=-0.689. (3) Drug 1: CCC(=C(C1=CC=CC=C1)C2=CC=C(C=C2)OCCN(C)C)C3=CC=CC=C3.C(C(=O)O)C(CC(=O)O)(C(=O)O)O. Drug 2: C1CN1C2=NC(=NC(=N2)N3CC3)N4CC4. Cell line: COLO 205. Synergy scores: CSS=29.3, Synergy_ZIP=-0.520, Synergy_Bliss=-0.979, Synergy_Loewe=3.20, Synergy_HSA=5.67. (4) Drug 1: CC12CCC3C(C1CCC2O)C(CC4=C3C=CC(=C4)O)CCCCCCCCCS(=O)CCCC(C(F)(F)F)(F)F. Drug 2: CNC(=O)C1=NC=CC(=C1)OC2=CC=C(C=C2)NC(=O)NC3=CC(=C(C=C3)Cl)C(F)(F)F. Cell line: COLO 205. Synergy scores: CSS=1.59, Synergy_ZIP=-1.16, Synergy_Bliss=0.838, Synergy_Loewe=-3.08, Synergy_HSA=-0.837.